Dataset: Full USPTO retrosynthesis dataset with 1.9M reactions from patents (1976-2016). Task: Predict the reactants needed to synthesize the given product. (1) Given the product [CH3:22][C:18]1([CH3:23])[C:19]2[C:15](=[CH:14][C:13]([CH:8]=[O:9])=[CH:21][CH:20]=2)[CH2:16][CH2:17]1, predict the reactants needed to synthesize it. The reactants are: C1(C2C=CC([CH:8]=[O:9])=CC=2)CC1.Br[C:13]1[CH:14]=[C:15]2[C:19](=[CH:20][CH:21]=1)[C:18]([CH3:23])([CH3:22])[CH2:17][CH2:16]2.[Li]CCCC.CN(C=O)C. (2) Given the product [CH3:1][O:2][C:3](=[O:25])[CH2:4][C:5]1[CH:6]=[C:7]([C:13]2[CH:18]=[C:17]([O:19][CH3:20])[CH:16]=[CH:15][C:14]=2[CH2:21][N:22]([CH2:23][CH3:24])[C:27]([O:29][CH2:30][C:31]2[CH:36]=[CH:35][C:34]([F:37])=[CH:33][CH:32]=2)=[O:28])[C:8]([O:11][CH3:12])=[CH:9][CH:10]=1, predict the reactants needed to synthesize it. The reactants are: [CH3:1][O:2][C:3](=[O:25])[CH2:4][C:5]1[CH:6]=[C:7]([C:13]2[CH:18]=[C:17]([O:19][CH3:20])[CH:16]=[CH:15][C:14]=2[CH2:21][NH:22][CH2:23][CH3:24])[C:8]([O:11][CH3:12])=[CH:9][CH:10]=1.Cl[C:27]([O:29][CH2:30][C:31]1[CH:36]=[CH:35][C:34]([F:37])=[CH:33][CH:32]=1)=[O:28]. (3) Given the product [C:1]([C:5]1[N:10]=[CH:9][C:8]([C:11]2[N:12]([C:32]([N:34]3[CH2:39][CH2:38][CH:37]([CH2:40][C:41]([N:48]([CH3:47])[CH2:49][CH2:50][CH:51]([CH3:53])[CH3:52])=[O:43])[CH2:36][CH2:35]3)=[O:33])[C@@:13]([C:25]3[CH:30]=[CH:29][C:28]([Cl:31])=[CH:27][CH:26]=3)([CH3:24])[C@@:14]([C:17]3[CH:22]=[CH:21][C:20]([Cl:23])=[CH:19][CH:18]=3)([CH3:16])[N:15]=2)=[C:7]([O:44][CH2:45][CH3:46])[CH:6]=1)([CH3:2])([CH3:3])[CH3:4], predict the reactants needed to synthesize it. The reactants are: [C:1]([C:5]1[N:10]=[CH:9][C:8]([C:11]2[N:12]([C:32]([N:34]3[CH2:39][CH2:38][CH:37]([CH2:40][C:41]([OH:43])=O)[CH2:36][CH2:35]3)=[O:33])[C@@:13]([C:25]3[CH:30]=[CH:29][C:28]([Cl:31])=[CH:27][CH:26]=3)([CH3:24])[C@@:14]([C:17]3[CH:22]=[CH:21][C:20]([Cl:23])=[CH:19][CH:18]=3)([CH3:16])[N:15]=2)=[C:7]([O:44][CH2:45][CH3:46])[CH:6]=1)([CH3:4])([CH3:3])[CH3:2].[CH3:47][NH:48][CH2:49][CH2:50][CH:51]([CH3:53])[CH3:52]. (4) Given the product [Cl:1][C:2]1[CH:11]=[C:10]([CH:12]([OH:14])[CH3:13])[C:9]([C:15]2[CH:20]=[CH:19][CH:18]=[CH:17][C:16]=2[F:21])=[C:8]2[C:3]=1[CH:4]=[CH:5][CH:6]=[N:7]2, predict the reactants needed to synthesize it. The reactants are: [Cl:1][C:2]1[CH:11]=[C:10]([C:12](=[O:14])[CH3:13])[C:9]([C:15]2[CH:20]=[CH:19][CH:18]=[CH:17][C:16]=2[F:21])=[C:8]2[C:3]=1[CH:4]=[CH:5][CH:6]=[N:7]2.[BH4-].[Na+]. (5) Given the product [CH2:3]([N:8]1[C:16]2[C:11](=[CH:12][CH:13]=[CH:14][CH:15]=2)[C:10]([C:17]([OH:19])=[O:18])=[N:9]1)[CH2:4][CH2:5][CH2:6][CH3:7], predict the reactants needed to synthesize it. The reactants are: [OH-].[Na+].[CH2:3]([N:8]1[C:16]2[C:11](=[CH:12][CH:13]=[CH:14][CH:15]=2)[C:10]([C:17]([O:19]C)=[O:18])=[N:9]1)[CH2:4][CH2:5][CH2:6][CH3:7]. (6) Given the product [N+:20]([C:32]1[CH:31]=[CH:27][N:28]=[C:29]([NH2:30])[N:42]=1)([O-:22])=[O:21], predict the reactants needed to synthesize it. The reactants are: ClC1N=C(N[C@H]2C3C(=C(F)C=CC=3)OCC2)C([N+:20]([O-:22])=[O:21])=CN=1.ClC1[C:32](Cl)=[CH:31][C:27]2[N:28]=[CH:29][NH:30]C=2C=1.C(=O)([O-])[O-].[K+].[K+].C(#[N:42])C. (7) Given the product [Cl:21][C:22]1[CH:32]=[C:31]([Cl:33])[CH:30]=[CH:29][C:23]=1[O:24][CH2:25][C:26]([NH:1][C:2]1[CH:3]=[C:4]([CH2:10][CH:11]([O:17][CH:18]([CH3:19])[CH3:34])[C:12]([OH:14])=[O:13])[CH:5]=[CH:6][C:7]=1[O:8][CH3:9])=[O:27], predict the reactants needed to synthesize it. The reactants are: [NH2:1][C:2]1[CH:3]=[C:4]([CH2:10][CH:11]([O:17][CH2:18][CH2:19]C)[C:12]([O:14]CC)=[O:13])[CH:5]=[CH:6][C:7]=1[O:8][CH3:9].[Cl:21][C:22]1[CH:32]=[C:31]([Cl:33])[CH:30]=[CH:29][C:23]=1[O:24][CH2:25][C:26](O)=[O:27].[C:34](N1C=CN=C1)(N1C=CN=C1)=O.C(N(CC)CC)C. (8) Given the product [CH3:12][C:9]1[CH:8]=[C:3]([C:4]([O:6][CH3:7])=[O:5])[C:2]([C:13]2[CH:18]=[CH:17][CH:16]=[CH:15][CH:14]=2)=[CH:11][CH:10]=1, predict the reactants needed to synthesize it. The reactants are: I[C:2]1[CH:11]=[CH:10][C:9]([CH3:12])=[CH:8][C:3]=1[C:4]([O:6][CH3:7])=[O:5].[C:13]1(B(O)O)[CH:18]=[CH:17][CH:16]=[CH:15][CH:14]=1.C([O-])([O-])=O.[Na+].[Na+].CCOCC. (9) Given the product [Br:1][C:2]1[CH:7]=[CH:6][C:5]([N:8]2[CH2:14][CH2:13][CH2:12][CH:11]=[C:10]([N:19]3[CH2:24][CH2:23][O:22][CH2:21][CH2:20]3)[C:9]2=[O:17])=[C:4]([F:18])[CH:3]=1, predict the reactants needed to synthesize it. The reactants are: [Br:1][C:2]1[CH:7]=[CH:6][C:5]([N:8]2[CH2:14][CH2:13][CH2:12][C:11](Cl)(Cl)[CH2:10][C:9]2=[O:17])=[C:4]([F:18])[CH:3]=1.[NH:19]1[CH2:24][CH2:23][O:22][CH2:21][CH2:20]1. (10) Given the product [CH2:13]([O:20][C@:21]1([CH3:44])[C@H:25]([O:26][CH2:27][C:28]2[CH:33]=[CH:32][CH:31]=[CH:30][CH:29]=2)[C@@H:24]([CH2:34][O:35][CH2:36][C:37]2[CH:38]=[CH:39][CH:40]=[CH:41][CH:42]=2)[O:23][CH:22]1[OH:43])[C:14]1[CH:19]=[CH:18][CH:17]=[CH:16][CH:15]=1, predict the reactants needed to synthesize it. The reactants are: COCCO[AlH2-]OCCOC.[Na+].[CH2:13]([O:20][C@:21]1([CH3:44])[C@H:25]([O:26][CH2:27][C:28]2[CH:33]=[CH:32][CH:31]=[CH:30][CH:29]=2)[C@@H:24]([CH2:34][O:35][CH2:36][C:37]2[CH:42]=[CH:41][CH:40]=[CH:39][CH:38]=2)[O:23][C:22]1=[O:43])[C:14]1[CH:19]=[CH:18][CH:17]=[CH:16][CH:15]=1.C(OCC)(=O)C.